Dataset: Reaction yield outcomes from USPTO patents with 853,638 reactions. Task: Predict the reaction yield, written as a fraction of the theoretical maximum amount of product (1.0 means a 100% yield; for example, 0.34 means a 34% yield). The reactants are [CH:1]1[C:10]2[C:5](=[CH:6][C:7]([C:11](=O)[CH2:12][C:13]#[N:14])=[CH:8][CH:9]=2)[CH:4]=[CH:3][N:2]=1.C([O-])(=O)C.[Na+].Cl.[NH2:22][OH:23]. The catalyst is CCO.O.CCOC(C)=O. The product is [CH:1]1[C:10]2[C:5](=[CH:6][C:7]([C:11]3[CH:12]=[C:13]([NH2:14])[O:23][N:22]=3)=[CH:8][CH:9]=2)[CH:4]=[CH:3][N:2]=1. The yield is 0.420.